Dataset: In vitro SARS-CoV-2 activity screen of 1,480 approved drugs from Prestwick library. Task: Binary Classification. Given a drug SMILES string, predict its activity (active/inactive) in a high-throughput screening assay against a specified biological target. (1) The molecule is NS(=O)(=O)c1cc2c(cc1C(F)(F)F)NC(Cc1ccccc1)NS2(=O)=O. The result is 0 (inactive). (2) The molecule is CC#C[C@]1(O)CC[C@H]2[C@@H]3CCC4=CC(=O)CCC4=C3[C@@H](c3ccc(N(C)C)cc3)C[C@@]21C. The result is 0 (inactive). (3) The molecule is COC(=O)[C@H]1[C@H]2C[C@@H]3c4[nH]c5cc(OC)ccc5c4CCN3C[C@H]2C[C@@H](OC(=O)c2cc(OC)c(OC)c(OC)c2)[C@@H]1OC. The result is 0 (inactive). (4) The drug is CN1CCC[C@@H]1Cc1c[nH]c2ccc(CCS(=O)(=O)c3ccccc3)cc12. The result is 1 (active). (5) The drug is COc1ccc2[nH]c(S(=O)Cc3ncc(C)c(OC)c3C)nc2n1. The result is 0 (inactive).